Dataset: Volume of distribution at steady state (VDss) regression data from Lombardo et al.. Task: Regression/Classification. Given a drug SMILES string, predict its absorption, distribution, metabolism, or excretion properties. Task type varies by dataset: regression for continuous measurements (e.g., permeability, clearance, half-life) or binary classification for categorical outcomes (e.g., BBB penetration, CYP inhibition). For this dataset (vdss_lombardo), we predict log10(VDss) (log10 of volume of distribution in L/kg). (1) The compound is CC(=O)OC1CC2CCC3C(CCC4(C)C3CC([N+]3(C)CCCCC3)C4OC(C)=O)C2(C)CC1[NH+]1CCCCC1. The log10(VDss) is -0.520. (2) The drug is CCC(=O)OCC(=O)C1(OC(=O)CC)C(C)CC2C3CCC4=CC(=O)C=CC4(C)C3(Cl)C(O)CC21C. The log10(VDss) is -0.540. (3) The drug is COc1ccc2c3c1OC1CC(O)C=CC31CC[NH+](C)C2. The log10(VDss) is 0.360.